The task is: Predict the product of the given reaction.. This data is from Forward reaction prediction with 1.9M reactions from USPTO patents (1976-2016). (1) Given the reactants [F:1][C:2]1[CH:7]=[CH:6][C:5]([CH2:8][N+:9]([O-:11])=[O:10])=[CH:4][CH:3]=1.[CH:12](=NCCCC)[C:13]1[CH:18]=[CH:17][CH:16]=[CH:15][CH:14]=1, predict the reaction product. The product is: [F:1][C:2]1[CH:3]=[CH:4][C:5]([C:8]([N+:9]([O-:11])=[O:10])=[CH:12][C:13]2[CH:18]=[CH:17][CH:16]=[CH:15][CH:14]=2)=[CH:6][CH:7]=1. (2) Given the reactants [F:1][C@H:2]([CH3:5])[CH2:3][OH:4].F[C:7]1[CH:15]=[CH:14][C:10]([C:11]([OH:13])=[O:12])=[C:9]([C:16]([F:19])([F:18])[F:17])[CH:8]=1.[H-].[Na+].Cl, predict the reaction product. The product is: [F:1][C@H:2]([CH3:5])[CH2:3][O:4][C:7]1[CH:15]=[CH:14][C:10]([C:11]([OH:13])=[O:12])=[C:9]([C:16]([F:17])([F:19])[F:18])[CH:8]=1. (3) Given the reactants [CH2:1]([N:3]([CH2:14][CH3:15])[CH2:4][CH2:5][S:6][C:7]1[CH:13]=[CH:12][C:10]([NH2:11])=[CH:9][CH:8]=1)[CH3:2].[Cl:16][C:17]1[CH:22]=[CH:21][C:20]([C:23]2[S:27][C:26]([C:28](OC)=[O:29])=[C:25]([N:32]=[CH:33]N(C)C)[CH:24]=2)=[CH:19][CH:18]=1.C1(O)C=CC=CC=1, predict the reaction product. The product is: [Cl:16][C:17]1[CH:18]=[CH:19][C:20]([C:23]2[S:27][C:26]3[C:28](=[O:29])[N:11]([C:10]4[CH:9]=[CH:8][C:7]([S:6][CH2:5][CH2:4][N:3]([CH2:1][CH3:2])[CH2:14][CH3:15])=[CH:13][CH:12]=4)[CH:33]=[N:32][C:25]=3[CH:24]=2)=[CH:21][CH:22]=1. (4) Given the reactants [F:1][C:2]([F:16])([F:15])[C:3]1[CH:4]=[CH:5][C:6]2[O:10][C:9]([C:11]([OH:13])=[O:12])=[CH:8][C:7]=2[CH:14]=1.[C:17](=O)([O-])[O-].[K+].[K+].CI.Cl, predict the reaction product. The product is: [F:16][C:2]([F:15])([F:1])[C:3]1[CH:4]=[CH:5][C:6]2[O:10][C:9]([C:11]([O:13][CH3:17])=[O:12])=[CH:8][C:7]=2[CH:14]=1.